Predict the product of the given reaction. From a dataset of Forward reaction prediction with 1.9M reactions from USPTO patents (1976-2016). (1) Given the reactants [CH3:1][O:2][CH2:3]/[CH:4]=[CH:5]/[C:6]1[CH:11]=[CH:10][C:9]([C:12]#[C:13][C:14]2[CH:39]=[CH:38][C:17]([C:18]([N:20]([CH3:37])[C@:21]([CH3:36])([C:26]([NH:28][O:29]C3CCCCO3)=[O:27])[C:22]([NH:24][CH3:25])=[O:23])=[O:19])=[CH:16][CH:15]=2)=[CH:8][CH:7]=1.O1CCOCC1.S(=O)(=O)(O)O, predict the reaction product. The product is: [OH:29][NH:28][C:26](=[O:27])[C@:21]([N:20]([C:18](=[O:19])[C:17]1[CH:38]=[CH:39][C:14]([C:13]#[C:12][C:9]2[CH:8]=[CH:7][C:6](/[CH:5]=[CH:4]/[CH2:3][O:2][CH3:1])=[CH:11][CH:10]=2)=[CH:15][CH:16]=1)[CH3:37])([CH3:36])[C:22]([NH:24][CH3:25])=[O:23]. (2) The product is: [C:6]1([C:12]2[CH:17]=[CH:16][N:15]3[C:18]([CH:23]=[O:24])=[CH:19][N:20]=[C:14]3[CH:13]=2)[CH:7]=[CH:8][CH:9]=[CH:10][CH:11]=1. Given the reactants P(Cl)(Cl)(Cl)=O.[C:6]1([C:12]2[CH:17]=[CH:16][N:15]3[CH:18]=[CH:19][N:20]=[C:14]3[CH:13]=2)[CH:11]=[CH:10][CH:9]=[CH:8][CH:7]=1.CN(C)[CH:23]=[O:24], predict the reaction product. (3) Given the reactants [NH2:1][C@H:2]([C:13]([NH:15][CH2:16][C:17]1[CH:22]=[CH:21][CH:20]=[CH:19][CH:18]=1)=[O:14])[CH2:3][C:4]1[C:12]2[C:7](=[CH:8][CH:9]=[CH:10][CH:11]=2)[NH:6][CH:5]=1.[NH:23]([C:47]([O:49][C:50]([CH3:53])([CH3:52])[CH3:51])=[O:48])[C@H:24]([C:40]([NH:42][CH2:43][C:44](O)=[O:45])=[O:41])[CH2:25][C:26]1[CH:31]=[CH:30][C:29]([O:32][CH2:33][C:34]2[CH:39]=[CH:38][CH:37]=[CH:36][CH:35]=2)=[CH:28][CH:27]=1.C(Cl)CCl.C1C=CC2N(O)N=NC=2C=1, predict the reaction product. The product is: [NH:23]([C:47]([O:49][C:50]([CH3:53])([CH3:52])[CH3:51])=[O:48])[C@H:24]([C:40]([NH:42][CH2:43][C:44]([NH:1][C@H:2]([C:13]([NH:15][CH2:16][C:17]1[CH:22]=[CH:21][CH:20]=[CH:19][CH:18]=1)=[O:14])[CH2:3][C:4]1[C:12]2[C:7](=[CH:8][CH:9]=[CH:10][CH:11]=2)[NH:6][CH:5]=1)=[O:45])=[O:41])[CH2:25][C:26]1[CH:27]=[CH:28][C:29]([O:32][CH2:33][C:34]2[CH:39]=[CH:38][CH:37]=[CH:36][CH:35]=2)=[CH:30][CH:31]=1. (4) The product is: [Br:21][C:18]1[S:17][C:16]([C@@H:2]([OH:1])[C@@H:3]2[N:7]([CH3:8])[C:6](=[O:9])[CH2:5][C@@H:4]2[C:10]2[CH:15]=[CH:14][CH:13]=[CH:12][CH:11]=2)=[CH:20][CH:19]=1. Given the reactants [OH:1][C@H:2]([C:16]1[S:17][CH:18]=[CH:19][CH:20]=1)[C@@H:3]1[N:7]([CH3:8])[C:6](=[O:9])[CH2:5][C@@H:4]1[C:10]1[CH:15]=[CH:14][CH:13]=[CH:12][CH:11]=1.[Br:21]Br.O, predict the reaction product. (5) The product is: [O:16]1[CH2:17][CH2:18][O:19][CH:15]1[CH2:14][N:4]1[CH2:5][CH2:6][O:1][C:2]2[CH:10]=[CH:9][CH:8]=[N:7][C:3]1=2. Given the reactants [O:1]1[CH2:6][CH2:5][NH:4][C:3]2[N:7]=[CH:8][CH:9]=[CH:10][C:2]1=2.[H-].[Na+].Cl[CH2:14][CH:15]1[O:19][CH2:18][CH2:17][O:16]1.O, predict the reaction product. (6) Given the reactants [F:1][C:2]([F:37])([C:21]([F:36])([F:35])[C:22]([F:34])([F:33])[C:23]([F:32])([F:31])[C:24]([F:30])([F:29])[C:25]([F:28])([F:27])[F:26])[CH2:3][CH2:4][O:5][CH2:6][CH2:7][CH2:8][CH2:9][CH2:10][CH2:11][CH2:12][CH2:13][CH2:14][CH2:15][CH2:16][S:17]C(=O)C.Cl, predict the reaction product. The product is: [F:1][C:2]([F:37])([C:21]([F:35])([F:36])[C:22]([F:33])([F:34])[C:23]([F:31])([F:32])[C:24]([F:29])([F:30])[C:25]([F:27])([F:28])[F:26])[CH2:3][CH2:4][O:5][CH2:6][CH2:7][CH2:8][CH2:9][CH2:10][CH2:11][CH2:12][CH2:13][CH2:14][CH2:15][CH2:16][SH:17]. (7) Given the reactants [C:1]([O:5][C:6]([N:8]1[CH2:13][CH2:12][C@H:11]([C:14]2[CH:36]=[CH:35][C:17]3[C:18]4[N:22]([CH2:23][CH2:24][O:25][C:16]=3[CH:15]=2)[CH:21]=[C:20]([C:26]2[N:27]([CH:32]([CH3:34])[CH3:33])[N:28]=[C:29]([CH3:31])[N:30]=2)[N:19]=4)[C@H:10]([O:37]C(=O)CCl)[CH2:9]1)=[O:7])([CH3:4])([CH3:3])[CH3:2].[OH-].[Na+], predict the reaction product. The product is: [C:1]([O:5][C:6]([N:8]1[CH2:13][CH2:12][C@H:11]([C:14]2[CH:36]=[CH:35][C:17]3[C:18]4[N:22]([CH2:23][CH2:24][O:25][C:16]=3[CH:15]=2)[CH:21]=[C:20]([C:26]2[N:27]([CH:32]([CH3:33])[CH3:34])[N:28]=[C:29]([CH3:31])[N:30]=2)[N:19]=4)[C@H:10]([OH:37])[CH2:9]1)=[O:7])([CH3:2])([CH3:4])[CH3:3]. (8) Given the reactants [CH2:1]([O:8][CH2:9][N:10]1[C:18]2[C:17]([NH2:19])=[N:16][C:15]([CH2:20][CH2:21][CH2:22][CH3:23])=[N:14][C:13]=2[C:12]([C:24]#[C:25][CH2:26][CH2:27][CH2:28]CN2CCCC2)=[CH:11]1)[C:2]1[CH:7]=[CH:6][CH:5]=[CH:4][CH:3]=1.NC1C2[N:48](COCC3C=CC=CC=3)[CH:47]=[C:46]([C:58]#CCCC=O)C=2N=C(CCCC)N=1.N1CCC1, predict the reaction product. The product is: [N:48]1([CH2:28][CH2:27][CH2:26][C:25]#[C:24][C:12]2[C:13]3[N:14]=[C:15]([CH2:20][CH2:21][CH2:22][CH3:23])[N:16]=[C:17]([NH2:19])[C:18]=3[N:10]([CH2:9][O:8][CH2:1][C:2]3[CH:3]=[CH:4][CH:5]=[CH:6][CH:7]=3)[CH:11]=2)[CH2:47][CH2:46][CH2:58]1. (9) Given the reactants Br[CH2:2][C:3]1[C:4]([C:13]([F:16])([F:15])[F:14])=[N:5][N:6]([C:9]([CH3:12])([CH3:11])[CH3:10])[C:7]=1[Cl:8].O.[SH-:18].[Na+].O, predict the reaction product. The product is: [C:9]([N:6]1[C:7]([Cl:8])=[C:3]([CH2:2][SH:18])[C:4]([C:13]([F:16])([F:15])[F:14])=[N:5]1)([CH3:12])([CH3:11])[CH3:10]. (10) Given the reactants [C:1]([C:4]1[CH:5]=[C:6]([NH:10][CH:11]([C:23]2[CH:28]=[CH:27][CH:26]=[CH:25][CH:24]=2)[C:12]([O:14][C@@H:15]2[CH:20]3[CH2:21][CH2:22][N:17]([CH2:18][CH2:19]3)[CH2:16]2)=[O:13])[CH:7]=[CH:8][CH:9]=1)(=[O:3])[CH3:2].Br[CH2:30][C:31]([C:33]1[CH:38]=[CH:37][CH:36]=[CH:35][CH:34]=1)=[O:32], predict the reaction product. The product is: [CH:12]([O-:14])=[O:13].[C:1]([C:4]1[CH:5]=[C:6]([NH:10][CH:11]([C:23]2[CH:28]=[CH:27][CH:26]=[CH:25][CH:24]=2)[C:12]([O:14][C@@H:15]2[CH:20]3[CH2:19][CH2:18][N+:17]([CH2:30][C:31](=[O:32])[C:33]4[CH:38]=[CH:37][CH:36]=[CH:35][CH:34]=4)([CH2:22][CH2:21]3)[CH2:16]2)=[O:13])[CH:7]=[CH:8][CH:9]=1)(=[O:3])[CH3:2].